Predict the product of the given reaction. From a dataset of Forward reaction prediction with 1.9M reactions from USPTO patents (1976-2016). (1) The product is: [CH2:1]([C:3]1[C:4]([C:23]([C:25]2[NH:29][C:28]3[CH:38]=[CH:39][C:40]([C:42]#[N:43])=[CH:41][C:27]=3[N:26]=2)([OH:24])[C:89]([F:92])([F:91])[F:90])=[C:5]2[C:9](=[C:10]([CH3:12])[CH:11]=1)[NH:8][CH:7]=[CH:6]2)[CH3:2]. Given the reactants [CH2:1]([C:3]1[CH:11]=[C:10]([CH3:12])[C:9]2[N:8](S(C3C=CC(C)=CC=3)(=O)=O)[CH:7]=[CH:6][C:5]=2[C:4]=1[C:23]([C:25]1[N:29](COCC[Si](C)(C)C)[C:28]2[CH:38]=[CH:39][C:40]([C:42]#[N:43])=[CH:41][C:27]=2[N:26]=1)=[O:24])[CH3:2].C(C1C=C(C)C2N(S(C3C=CC(C)=CC=3)(=O)=O)C=CC=2C=1C(C1N(COCC[Si](C)(C)C)C2C=C(C#N)C=CC=2N=1)=O)C.C[Si](C)(C)[C:89]([F:92])([F:91])[F:90].CCCC[N+](CCCC)(CCCC)CCCC.[F-].C(N)CN, predict the reaction product. (2) Given the reactants C(N([P:8]([N:12]([CH:16]([CH3:18])[CH3:17])[CH:13]([CH3:15])[CH3:14])(Cl)([O-:10])[O-:9])C(C)C)(C)C.[CH:19]([C:22]1[CH:73]=[CH:72][C:25]([O:26][CH2:27][C:28]([NH:30][C:31]2[NH:32][C:33](=[O:71])[C:34]3[N:35]=[CH:36][N:37]([C:69]=3[N:70]=2)[C@@H:38]2[O:68][C@H:42]([CH2:43][O:44][C:45]([C:62]3[CH:67]=[CH:66][CH:65]=[CH:64][CH:63]=3)([C:54]3[CH:59]=[CH:58][C:57]([O:60][CH3:61])=[CH:56][CH:55]=3)[C:46]3[CH:51]=[CH:50][C:49]([O:52][CH3:53])=[CH:48][CH:47]=3)[C@@H:40]([OH:41])[CH2:39]2)=[O:29])=[CH:24][CH:23]=1)([CH3:21])[CH3:20].C(N(C(C)C)C(C)C)C.[C:83]([O:86][C@@H:87]1[C@@H:97]([O:98][C:99](=[O:101])[CH3:100])[C@H:96]([O:102][C:103](=[O:105])[CH3:104])[C@@H:95]([CH2:106][O:107][C:108](=[O:110])[CH3:109])[O:94][C@H:88]1[O:89][CH2:90][CH2:91][CH2:92]O)(=[O:85])[CH3:84].N1C=NN=N1, predict the reaction product. The product is: [CH:19]([C:22]1[CH:23]=[CH:24][C:25]([O:26][CH2:27][C:28]([NH:30][C:31]2[NH:32][C:33](=[O:71])[C:34]3[N:35]=[CH:36][N:37]([C:69]=3[N:70]=2)[C@@H:38]2[O:68][C@H:42]([CH2:43][O:44][C:45]([C:62]3[CH:67]=[CH:66][CH:65]=[CH:64][CH:63]=3)([C:54]3[CH:59]=[CH:58][C:57]([O:60][CH3:61])=[CH:56][CH:55]=3)[C:46]3[CH:51]=[CH:50][C:49]([O:52][CH3:53])=[CH:48][CH:47]=3)[C@@H:40]([O:41][P:8]([N:12]([CH:13]([CH3:14])[CH3:15])[CH:16]([CH3:17])[CH3:18])([O:9][CH2:92][CH2:91][CH2:90][O:89][C@@H:88]3[O:94][C@H:95]([CH2:106][O:107][C:108](=[O:110])[CH3:109])[C@@H:96]([O:102][C:103](=[O:105])[CH3:104])[C@H:97]([O:98][C:99](=[O:101])[CH3:100])[C@H:87]3[O:86][C:83](=[O:85])[CH3:84])=[O:10])[CH2:39]2)=[O:29])=[CH:72][CH:73]=1)([CH3:21])[CH3:20]. (3) Given the reactants [CH3:1][N:2]1[CH:7]2[O:8][CH2:9][C:10](=O)[NH:11][C:6]2=[CH:5][CH:4]=[CH:3]1.[H-].[Al+3].[Li+].[H-].[H-].[H-].O.[OH-].[Na+], predict the reaction product. The product is: [CH3:1][N:2]1[CH:7]2[O:8][CH2:9][CH2:10][NH:11][C:6]2=[CH:5][CH:4]=[CH:3]1. (4) The product is: [C:12]1([C:9]2[CH:10]=[CH:11][C:5]3[O:4][C:3]([CH2:2][O:21][C:18](=[O:20])[CH3:19])=[N:7][C:6]=3[CH:8]=2)[CH:17]=[CH:16][CH:15]=[CH:14][CH:13]=1. Given the reactants Br[CH2:2][C:3]1[O:4][C:5]2[CH:11]=[CH:10][C:9]([C:12]3[CH:17]=[CH:16][CH:15]=[CH:14][CH:13]=3)=[CH:8][C:6]=2[N:7]=1.[C:18]([O-:21])(=[O:20])[CH3:19].[Cs+], predict the reaction product. (5) Given the reactants [CH2:1]([NH:8][C@H:9]([CH3:16])[C:10]1[CH:15]=[CH:14][CH:13]=[CH:12][CH:11]=1)[C:2]1[CH:7]=[CH:6][CH:5]=[CH:4][CH:3]=1.C([Li])CCC.[C:22]([O:26][C:27](=[O:37])/[CH:28]=[CH:29]/[C:30]1[CH:35]=[CH:34][CH:33]=[C:32]([F:36])[CH:31]=1)([CH3:25])([CH3:24])[CH3:23], predict the reaction product. The product is: [C:22]([O:26][C:27](=[O:37])[CH2:28][C@H:29]([N:8]([CH2:1][C:2]1[CH:7]=[CH:6][CH:5]=[CH:4][CH:3]=1)[C@@H:9]([C:10]1[CH:15]=[CH:14][CH:13]=[CH:12][CH:11]=1)[CH3:16])[C:30]1[CH:35]=[CH:34][CH:33]=[C:32]([F:36])[CH:31]=1)([CH3:25])([CH3:23])[CH3:24]. (6) Given the reactants [O:1]1[CH2:5][CH2:4][CH:3]([CH2:6][CH2:7][OH:8])[CH2:2]1.C(N(CC)CC)C.[CH3:16][S:17](Cl)(=[O:19])=[O:18].C(=O)(O)[O-].[Na+], predict the reaction product. The product is: [CH3:16][S:17]([O:8][CH2:7][CH2:6][CH:3]1[CH2:4][CH2:5][O:1][CH2:2]1)(=[O:19])=[O:18]. (7) Given the reactants [CH2:1]([N:3]1[C:12]2[C:7](=[CH:8][C:9]([F:33])=[C:10]([O:23][CH2:24][C:25]3[CH:30]=[CH:29][C:28]([O:31][CH3:32])=[CH:27][CH:26]=3)[C:11]=2[O:13][CH2:14][C:15]2[CH:20]=[CH:19][C:18]([O:21][CH3:22])=[CH:17][CH:16]=2)[C:6](=[O:34])[C:5]([C:35]([OH:37])=O)=[CH:4]1)[CH3:2].CN(C(ON1N=NC2C=CC=NC1=2)=[N+](C)C)C.F[P-](F)(F)(F)(F)F.CCN(C(C)C)C(C)C.[N:71]1([CH2:76][CH2:77][NH2:78])[CH2:75][CH2:74][CH2:73][CH2:72]1, predict the reaction product. The product is: [CH2:1]([N:3]1[C:12]2[C:7](=[CH:8][C:9]([F:33])=[C:10]([O:23][CH2:24][C:25]3[CH:26]=[CH:27][C:28]([O:31][CH3:32])=[CH:29][CH:30]=3)[C:11]=2[O:13][CH2:14][C:15]2[CH:16]=[CH:17][C:18]([O:21][CH3:22])=[CH:19][CH:20]=2)[C:6](=[O:34])[C:5]([C:35]([NH:78][CH2:77][CH2:76][N:71]2[CH2:75][CH2:74][CH2:73][CH2:72]2)=[O:37])=[CH:4]1)[CH3:2].